Predict the product of the given reaction. From a dataset of Forward reaction prediction with 1.9M reactions from USPTO patents (1976-2016). (1) Given the reactants [Cl:1][C:2]1[CH:3]=[C:4]([CH2:13][CH2:14][OH:15])[CH:5]=[CH:6][C:7]=1[O:8][CH2:9][CH2:10][CH2:11][CH3:12].FC1C=C(C[C:25](O)=[O:26])C=C(F)C=1.FC1C=C(CCO)C=C(F)C=1.C([Si](Cl)(C(C)C)C(C)C)(C)C.N1C=CN=C1.[F:55][C:56]1[CH:57]=[C:58]([CH2:63][CH2:64][O:65][Si:66]([CH:73]([CH3:75])[CH3:74])([CH:70]([CH3:72])[CH3:71])[CH:67]([CH3:69])[CH3:68])[CH:59]=[C:60]([F:62])[CH:61]=1.C([Li])CCC, predict the reaction product. The product is: [Cl:1][C:2]1[CH:3]=[C:4]([CH2:13][CH2:14][OH:15])[CH:5]=[CH:6][C:7]=1[O:8][CH2:9][CH2:10][CH2:11][CH3:12].[F:55][C:56]1[CH:57]=[C:58]([CH2:63][CH2:64][O:65][Si:66]([CH:67]([CH3:69])[CH3:68])([CH:73]([CH3:75])[CH3:74])[CH:70]([CH3:72])[CH3:71])[CH:59]=[C:60]([F:62])[C:61]=1[CH:25]=[O:26]. (2) Given the reactants [CH2:1]([OH:4])[CH2:2][OH:3].CC(C)([O-])C.[K+].C(O)(C)(C)C.[CH2:16]([O:18][CH:19]([O:24][CH2:25][CH3:26])[CH2:20][CH2:21][CH2:22]Cl)[CH3:17], predict the reaction product. The product is: [CH2:16]([O:18][CH:19]([O:24][CH2:25][CH3:26])[CH2:20][CH2:21][CH2:22][O:3][CH2:2][CH2:1][OH:4])[CH3:17].